Dataset: Forward reaction prediction with 1.9M reactions from USPTO patents (1976-2016). Task: Predict the product of the given reaction. (1) Given the reactants C[O:2][C:3](=[O:32])[CH:4]=[C:5]([C:7]1[CH:31]=[CH:30][C:10]2[S:11][CH:12]=[C:13]([C:14]3[CH:19]=[C:18]([CH:20]([CH3:22])[CH3:21])[CH:17]=[C:16]([CH:23]([CH3:25])[CH3:24])[C:15]=3[O:26]COC)[C:9]=2[CH:8]=1)[CH3:6].Cl, predict the reaction product. The product is: [OH:26][C:15]1[C:16]([CH:23]([CH3:24])[CH3:25])=[CH:17][C:18]([CH:20]([CH3:22])[CH3:21])=[CH:19][C:14]=1[C:13]1[C:9]2[CH:8]=[C:7]([C:5]([CH3:6])=[CH:4][C:3]([OH:32])=[O:2])[CH:31]=[CH:30][C:10]=2[S:11][CH:12]=1. (2) Given the reactants [C:1]([C:5]1[O:9][N:8]=[C:7]([NH:10][C:11]([NH:13][C:14]2[CH:19]=[CH:18][CH:17]=[C:16]([O:20][C:21]3[C:30]4[C:25](=[CH:26][C:27]([O:33][CH2:34][CH3:35])=[C:28]([O:31][CH3:32])[CH:29]=4)[N:24]=[CH:23][N:22]=3)[CH:15]=2)=[O:12])[CH:6]=1)([CH3:4])([CH3:3])[CH3:2].[ClH:36].C(OCC)C, predict the reaction product. The product is: [ClH:36].[C:1]([C:5]1[O:9][N:8]=[C:7]([NH:10][C:11]([NH:13][C:14]2[CH:19]=[CH:18][CH:17]=[C:16]([O:20][C:21]3[C:30]4[C:25](=[CH:26][C:27]([O:33][CH2:34][CH3:35])=[C:28]([O:31][CH3:32])[CH:29]=4)[N:24]=[CH:23][N:22]=3)[CH:15]=2)=[O:12])[CH:6]=1)([CH3:4])([CH3:2])[CH3:3]. (3) Given the reactants [OH:1][C@H:2]1[CH2:19][CH2:18][C@@:17]2([CH3:20])[CH:4]([NH:5][C:6](=[O:22])[C@@H:7]3[C@@H:16]2[CH2:15][CH2:14][C@@:12]2([CH3:13])[C@H:8]3[CH2:9][CH2:10][C:11]2=[O:21])[CH2:3]1.C[Si](C)(C(C)(C)C)O[C@H]1CC[C@@]2(C)C(C(=O)C[C@@H]3[C@@H]2CC[C@@]2(C)[C@H]3CC[C@@H]2O[Si](C)(C)C(C)(C)C)C1.C[Si](C)(C(C)(C)C)O[C@@H]1CC[C@@]2(C)C(C(=O)C[C@@H]3[C@@H]2CC[C@@]2(C)[C@H]3CC[C@@H]2O[Si](C)(C)C(C)(C)C)C1, predict the reaction product. The product is: [CH3:13][C@:12]12[CH2:14][CH2:15][C@H:16]3[C@@H:7]([C:6](=[O:22])[NH:5][CH:4]4[C@:17]3([CH3:20])[CH2:18][CH2:19][C:2](=[O:1])[CH2:3]4)[C@@H:8]1[CH2:9][CH2:10][C:11]2=[O:21]. (4) Given the reactants [CH3:1][C:2]1[CH:3]=[C:4]2[C:8](=[CH:9][C:10]=1[CH3:11])[C:7](=[O:12])[N:6]([C:13]1[CH:14]=[N:15][CH:16]=[CH:17][CH:18]=1)[C:5]2([CH2:20][CH2:21][CH2:22][CH2:23][CH2:24][CH3:25])O.FC(F)(F)C(O)=O.C([SiH](CC)CC)C.C([O-])([O-])=O.[K+].[K+], predict the reaction product. The product is: [CH3:1][C:2]1[CH:3]=[C:4]2[C:8](=[CH:9][C:10]=1[CH3:11])[C:7](=[O:12])[N:6]([C:13]1[CH:14]=[N:15][CH:16]=[CH:17][CH:18]=1)[C:5]2=[CH:20][CH2:21][CH2:22][CH2:23][CH2:24][CH3:25]. (5) Given the reactants Cl[C:2]1[N:7]=[C:6]([C:8]2[CH:13]=[CH:12][C:11]([N+:14]([O-])=O)=[CH:10][CH:9]=2)[N:5]=[C:4]([N:17]2[CH2:23][CH:22]3[O:24][CH:19]([CH2:20][CH2:21]3)[CH2:18]2)[CH:3]=1.[H-].[Na+].[H][H], predict the reaction product. The product is: [CH:22]([O:24][C:2]1[CH:3]=[C:4]([N:17]2[CH2:23][CH:22]3[O:24][CH:19]([CH2:20][CH2:21]3)[CH2:18]2)[N:5]=[C:6]([C:8]2[CH:13]=[CH:12][C:11]([NH2:14])=[CH:10][CH:9]=2)[N:7]=1)([CH3:23])[CH3:21]. (6) The product is: [Br:1][C:2]1[CH:7]=[CH:6][C:5]([C:8]2([C:9]#[N:10])[CH2:15][CH2:14][CH2:13]2)=[C:4]([F:11])[CH:3]=1. Given the reactants [Br:1][C:2]1[CH:7]=[CH:6][C:5]([CH2:8][C:9]#[N:10])=[C:4]([F:11])[CH:3]=1.Br[CH2:13][CH2:14][CH2:15]Br.[H-].[Na+].[Cl-].[NH4+], predict the reaction product. (7) Given the reactants [Cl:1][C:2]1[CH:3]=[C:4]([NH:16][C:17]2[C:26]3[C:21](=[CH:22][CH:23]=[CH:24][C:25]=3[O:27][CH2:28][C:29]([N:32]([CH3:34])[CH3:33])([CH3:31])[CH3:30])[N:20]=[CH:19][N:18]=2)[CH:5]=[CH:6][C:7]=1[O:8][CH2:9][C:10]1[CH:15]=CC=[CH:12][N:11]=1.Cl.ClCC1N=C[S:41]C=1, predict the reaction product. The product is: [Cl:1][C:2]1[CH:3]=[C:4]([NH:16][C:17]2[C:26]3[C:21](=[CH:22][CH:23]=[CH:24][C:25]=3[O:27][CH2:28][C:29]([N:32]([CH3:34])[CH3:33])([CH3:31])[CH3:30])[N:20]=[CH:19][N:18]=2)[CH:5]=[CH:6][C:7]=1[O:8][CH2:9][C:10]1[N:11]=[CH:12][S:41][CH:15]=1. (8) Given the reactants C([O:3][C:4](=O)[CH2:5][C:6]1[C:10]2[CH:11]=[CH:12][C:13]([CH2:15][O:16]C(=O)C)=[CH:14][C:9]=2[O:8][CH:7]=1)C.[NH3:21], predict the reaction product. The product is: [OH:16][CH2:15][C:13]1[CH:12]=[CH:11][C:10]2[C:6]([CH2:5][C:4]([NH2:21])=[O:3])=[CH:7][O:8][C:9]=2[CH:14]=1. (9) The product is: [CH3:1][N:2]([CH3:15])[CH2:3][CH2:4][N:5]1[C:13]2[C:8](=[CH:9][C:10]([NH:14][C:22]([C:18]3[S:17][CH:21]=[CH:20][CH:19]=3)=[NH:23])=[CH:11][CH:12]=2)[CH:7]=[CH:6]1. Given the reactants [CH3:1][N:2]([CH3:15])[CH2:3][CH2:4][N:5]1[C:13]2[C:8](=[CH:9][C:10]([NH2:14])=[CH:11][CH:12]=2)[CH:7]=[CH:6]1.I.[S:17]1[CH:21]=[CH:20][CH:19]=[C:18]1[C:22](SC)=[NH:23].ClCCl, predict the reaction product.